Dataset: Forward reaction prediction with 1.9M reactions from USPTO patents (1976-2016). Task: Predict the product of the given reaction. Given the reactants [C:1]([O-:4])([O-])=O.[K+].[K+].[Na+].[I-].[CH2:9]([N:16]1[C:24]2[CH:23]=[CH:22][CH:21]=[C:20]([OH:25])[C:19]=2[CH:18]=[C:17]1[CH3:26])[C:10]1[CH:15]=[CH:14][CH:13]=[CH:12][CH:11]=1.O.CN([CH:31]=[O:32])C, predict the reaction product. The product is: [CH3:1][O:4][C:31](=[O:32])[CH:12]([O:25][C:20]1[CH:21]=[CH:22][CH:23]=[C:24]2[C:19]=1[CH:18]=[C:17]([CH3:26])[N:16]2[CH2:9][C:10]1[CH:11]=[CH:12][CH:13]=[CH:14][CH:15]=1)[CH2:11][CH:10]([CH3:15])[CH3:9].